This data is from Peptide-MHC class II binding affinity with 134,281 pairs from IEDB. The task is: Regression. Given a peptide amino acid sequence and an MHC pseudo amino acid sequence, predict their binding affinity value. This is MHC class II binding data. (1) The binding affinity (normalized) is 0.533. The peptide sequence is KVYLAWVPAHKGIGG. The MHC is DRB1_0401 with pseudo-sequence DRB1_0401. (2) The peptide sequence is YLGYVIRDLAAMDGG. The MHC is HLA-DQA10102-DQB10501 with pseudo-sequence HLA-DQA10102-DQB10501. The binding affinity (normalized) is 0.640.